The task is: Predict which catalyst facilitates the given reaction.. This data is from Catalyst prediction with 721,799 reactions and 888 catalyst types from USPTO. Reactant: [F:1][C:2]1[CH:7]=[CH:6][C:5]([N:8]2[CH2:12][CH:11]3[CH2:13][N:14](C(OC(C)(C)C)=O)[CH2:15][CH:10]3[CH2:9]2)=[CH:4][CH:3]=1.[ClH:23].C(OCC)(=O)C. Product: [ClH:23].[F:1][C:2]1[CH:3]=[CH:4][C:5]([N:8]2[CH2:9][CH:10]3[CH:11]([CH2:13][NH:14][CH2:15]3)[CH2:12]2)=[CH:6][CH:7]=1. The catalyst class is: 13.